This data is from Forward reaction prediction with 1.9M reactions from USPTO patents (1976-2016). The task is: Predict the product of the given reaction. Given the reactants Br[C:2]1[C:3]([OH:16])=[C:4]([C:13](=[O:15])[CH3:14])[CH:5]=[C:6]([C:8]2[NH:12][N:11]=[N:10][N:9]=2)[CH:7]=1.[N+:17](C1C=C(B(O)O)C=CC=1)([O-:19])=[O:18].C([O-])([O-])=O.[Na+].[Na+].Cl.[C:36]1(C)[CH:41]=[CH:40][CH:39]=[CH:38][CH:37]=1, predict the reaction product. The product is: [OH:16][CH:3]1[C:4]([C:13](=[O:15])[CH3:14])([N+:17]([O-:19])=[O:18])[CH:5]=[C:6]([C:8]2[NH:12][N:11]=[N:10][N:9]=2)[CH:7]=[C:2]1[C:36]1[CH:41]=[CH:40][CH:39]=[CH:38][CH:37]=1.